From a dataset of Forward reaction prediction with 1.9M reactions from USPTO patents (1976-2016). Predict the product of the given reaction. (1) Given the reactants [C:1]([O:5][C@@H:6]([C:12]1[C:31]([CH3:32])=[CH:30][C:15]2[N:16]=[C:17]([C:19]3[CH:29]=[CH:28][C:22]4[N:23]([CH3:27])[C:24]([CH3:26])=[N:25][C:21]=4[CH:20]=3)[S:18][C:14]=2[C:13]=1[C:33]1[CH:38]=[CH:37][C:36]([Cl:39])=[CH:35][CH:34]=1)[C:7]([O:9]CC)=[O:8])([CH3:4])([CH3:3])[CH3:2].[OH-].[Na+], predict the reaction product. The product is: [C:1]([O:5][C@@H:6]([C:12]1[C:31]([CH3:32])=[CH:30][C:15]2[N:16]=[C:17]([C:19]3[CH:29]=[CH:28][C:22]4[N:23]([CH3:27])[C:24]([CH3:26])=[N:25][C:21]=4[CH:20]=3)[S:18][C:14]=2[C:13]=1[C:33]1[CH:38]=[CH:37][C:36]([Cl:39])=[CH:35][CH:34]=1)[C:7]([OH:9])=[O:8])([CH3:4])([CH3:2])[CH3:3]. (2) The product is: [CH3:2][C@@H:3]1[N:4]([S:9]([C:12]2[CH:13]=[CH:14][C:15]([C:18]([F:21])([F:19])[F:20])=[CH:16][CH:17]=2)(=[O:11])=[O:10])[CH2:5][CH2:6][N:7]([C:66]([C:59]2[CH:58]=[N:57][N:61]3[CH:62]=[CH:63][CH:64]=[N:65][C:60]=23)=[O:67])[CH2:8]1. Given the reactants Cl.[CH3:2][C@H:3]1[CH2:8][NH:7][CH2:6][CH2:5][N:4]1[S:9]([C:12]1[CH:17]=[CH:16][C:15]([C:18]([F:21])([F:20])[F:19])=[CH:14][CH:13]=1)(=[O:11])=[O:10].C1C=CC2N(O)N=NC=2C=1.O.CN(C(ON1N=NC2C=CC=CC1=2)=[N+](C)C)C.F[P-](F)(F)(F)(F)F.[N:57]1[N:61]2[CH:62]=[CH:63][CH:64]=[N:65][C:60]2=[C:59]([C:66](O)=[O:67])[CH:58]=1.CCN(C(C)C)C(C)C, predict the reaction product. (3) Given the reactants I[C:2]1[CH:10]=[C:9]([O:11][C:12]2[CH:17]=[CH:16][CH:15]=[CH:14][CH:13]=2)[CH:8]=[CH:7][C:3]=1[C:4]([OH:6])=[O:5].[F:18][C:19]1[CH:25]=[C:24]([F:26])[CH:23]=[CH:22][C:20]=1[NH2:21].CN1CCOCC1.Cl, predict the reaction product. The product is: [F:18][C:19]1[CH:25]=[C:24]([F:26])[CH:23]=[CH:22][C:20]=1[NH:21][C:2]1[CH:10]=[C:9]([O:11][C:12]2[CH:17]=[CH:16][CH:15]=[CH:14][CH:13]=2)[CH:8]=[CH:7][C:3]=1[C:4]([OH:6])=[O:5]. (4) Given the reactants [F:1][C:2]1[C:7]([F:8])=[C:6]([F:9])[CH:5]=[CH:4][C:3]=1[S:10]([OH:12])=[O:11].C(N(CC)CC)C.I[CH:21]([CH3:23])[CH3:22], predict the reaction product. The product is: [F:9][C:6]1[CH:5]=[CH:4][C:3]([S:10]([CH:21]([CH3:23])[CH3:22])(=[O:12])=[O:11])=[C:2]([F:1])[C:7]=1[F:8]. (5) Given the reactants [C:1]([C:5]1[CH:6]=[C:7]([NH2:13])[N:8]([CH2:10][CH2:11][CH3:12])[N:9]=1)([CH3:4])([CH3:3])[CH3:2].[OH-].[Na+].Cl[C:17]([O:19][CH2:20][C:21]([Cl:24])([Cl:23])[Cl:22])=[O:18], predict the reaction product. The product is: [Cl:22][C:21]([Cl:24])([Cl:23])[CH2:20][O:19][C:17](=[O:18])[NH:13][C:7]1[N:8]([CH2:10][CH2:11][CH3:12])[N:9]=[C:5]([C:1]([CH3:4])([CH3:2])[CH3:3])[CH:6]=1. (6) Given the reactants [CH3:1][N:2]1[C@@H:12]2[CH2:13][C:14]3[CH:19]=[CH:18][C:17]([OH:20])=[C:16]4[O:21][C@H:6]5[C:7]([CH:9]=[CH:10][C@:11]2([OH:22])[C@:5]5([C:15]=34)[CH2:4][CH2:3]1)=[O:8].[CH:23]1(C=O)[CH2:25][CH2:24]1.C([O-])=O.[NH4+], predict the reaction product. The product is: [CH2:23]1[CH:25]([CH2:1][N:2]2[C@@H:12]3[CH2:13][C:14]4[CH:19]=[CH:18][C:17]([OH:20])=[C:16]5[O:21][C@H:6]6[C:7]([CH2:9][CH2:10][C@:11]3([OH:22])[C@:5]6([C:15]=45)[CH2:4][CH2:3]2)=[O:8])[CH2:24]1. (7) Given the reactants [OH-].[Na+].C(O)(=O)C(O)=O.[C:9]1([C:30]2[CH:35]=[CH:34][CH:33]=[CH:32][CH:31]=2)[CH:14]=[CH:13][C:12]([CH2:15][CH:16]2[C:25]3[C:20](=[CH:21][C:22]([O:28][CH3:29])=[C:23]([O:26][CH3:27])[CH:24]=3)[CH2:19][CH2:18][NH:17]2)=[CH:11][CH:10]=1, predict the reaction product. The product is: [C:9]1([C:30]2[CH:35]=[CH:34][CH:33]=[CH:32][CH:31]=2)[CH:10]=[CH:11][C:12]([CH2:15][CH:16]2[C:25]3[C:20](=[CH:21][C:22]([O:28][CH3:29])=[C:23]([O:26][CH3:27])[CH:24]=3)[CH2:19][CH2:18][NH:17]2)=[CH:13][CH:14]=1. (8) Given the reactants [F:1][C:2]1[CH:7]=[CH:6][CH:5]=[C:4]([F:8])[C:3]=1[C:9]1[N:10](S(C2C=CC=CC=2)(=O)=O)[C:11]2[C:16]([CH:17]=1)=[CH:15][C:14]([C:18]1[C:19]([CH3:29])=[CH:20][C:21]([C:24]3[O:25][CH:26]=[CH:27][N:28]=3)=[N:22][CH:23]=1)=[CH:13][CH:12]=2.C(=O)([O-])[O-].[Cs+].[Cs+].CO, predict the reaction product. The product is: [F:8][C:4]1[CH:5]=[CH:6][CH:7]=[C:2]([F:1])[C:3]=1[C:9]1[NH:10][C:11]2[C:16]([CH:17]=1)=[CH:15][C:14]([C:18]1[C:19]([CH3:29])=[CH:20][C:21]([C:24]3[O:25][CH:26]=[CH:27][N:28]=3)=[N:22][CH:23]=1)=[CH:13][CH:12]=2. (9) Given the reactants [C:1]([O:5][CH2:6][CH3:7])(=[O:4])[CH:2]=O.[F:8][C:9]1[CH:15]=[CH:14][C:12]([NH2:13])=[C:11]([CH3:16])[CH:10]=1, predict the reaction product. The product is: [CH2:6]([O:5][C:1](=[O:4])[CH:2]=[N:13][C:12]1[CH:14]=[CH:15][C:9]([F:8])=[CH:10][C:11]=1[CH3:16])[CH3:7].